Dataset: Full USPTO retrosynthesis dataset with 1.9M reactions from patents (1976-2016). Task: Predict the reactants needed to synthesize the given product. (1) Given the product [Cl:1][C:2]1[CH:3]=[C:4]([C:9]2[CH2:13][CH2:12][C@:11]([C:17]3[CH:22]=[CH:21][CH:20]=[C:19]([F:23])[C:18]=3[CH3:24])([C:14]([NH:54][OH:53])=[O:15])[CH:10]=2)[C:5]([CH3:8])=[N:6][CH:7]=1, predict the reactants needed to synthesize it. The reactants are: [Cl:1][C:2]1[CH:3]=[C:4]([C:9]2[CH2:13][CH2:12][C@:11]([C:17]3[CH:22]=[CH:21][CH:20]=[C:19]([F:23])[C:18]=3[CH3:24])([C:14](O)=[O:15])[CH:10]=2)[C:5]([CH3:8])=[N:6][CH:7]=1.CN(C(F)=[N+](C)C)C.F[P-](F)(F)(F)(F)F.CCN(CC)CC.O1CCCCC1[O:53][NH2:54].Cl. (2) Given the product [F:8][C:9]1[C:14]([C:15]2[CH:20]=[CH:19][CH:18]=[C:17]([CH3:21])[CH:16]=2)=[C:13]([C@:22]([C@@H:30]2[CH2:35][CH2:34][CH2:33][N:32]([C:51]([NH:53][C@H:54]3[CH2:59][CH2:58][CH2:57][N:56]([C:60]([O:62][C:63]([CH3:66])([CH3:65])[CH3:64])=[O:61])[CH2:55]3)=[O:50])[CH2:31]2)([OH:29])[CH2:23][CH2:24][CH2:25][CH2:26][O:27][CH3:28])[CH:12]=[CH:11][CH:10]=1, predict the reactants needed to synthesize it. The reactants are: OC(C(F)(F)F)=O.[F:8][C:9]1[C:14]([C:15]2[CH:20]=[CH:19][CH:18]=[C:17]([CH3:21])[CH:16]=2)=[C:13]([C@:22]([C@@H:30]2[CH2:35][CH2:34][CH2:33][NH:32][CH2:31]2)([OH:29])[CH2:23][CH2:24][CH2:25][CH2:26][O:27][CH3:28])[CH:12]=[CH:11][CH:10]=1.C(N(CC)CC)C.[N+](C1C=CC([O:50][C:51]([NH:53][C@H:54]2[CH2:59][CH2:58][CH2:57][N:56]([C:60]([O:62][C:63]([CH3:66])([CH3:65])[CH3:64])=[O:61])[CH2:55]2)=O)=CC=1)([O-])=O. (3) The reactants are: [Cl:1][C:2]1[CH:26]=[CH:25][C:5]([CH2:6][N:7]2[C:15]3[C:10](=[CH:11][C:12](/[CH:16]=[C:17]4/[C:18](=[O:24])[N:19]([OH:23])[C:20](=[O:22])[S:21]/4)=[CH:13][CH:14]=3)[CH:9]=[N:8]2)=[C:4]([C:27]([F:30])([F:29])[F:28])[CH:3]=1.O[CH2:32][CH2:33][N:34]1[CH2:38][CH2:37][CH2:36][CH2:35]1.C1(P(C2C=CC=CC=2)C2C=CC=CC=2)C=CC=CC=1.CC(OC(/N=N/C(OC(C)C)=O)=O)C. Given the product [Cl:1][C:2]1[CH:26]=[CH:25][C:5]([CH2:6][N:7]2[C:15]3[C:10](=[CH:11][C:12](/[CH:16]=[C:17]4/[C:18](=[O:24])[N:19]([O:23][CH2:32][CH2:33][N:34]5[CH2:38][CH2:37][CH2:36][CH2:35]5)[C:20](=[O:22])[S:21]/4)=[CH:13][CH:14]=3)[CH:9]=[N:8]2)=[C:4]([C:27]([F:28])([F:30])[F:29])[CH:3]=1, predict the reactants needed to synthesize it. (4) Given the product [CH3:31][C:25]1[CH:26]=[CH:27][CH:28]=[C:29]([CH3:30])[C:24]=1[C:20]1[CH:21]=[CH:22][CH:23]=[C:18]([CH2:17][O:16][C:12]2[CH:11]=[C:10]3[C:15](=[CH:14][CH:13]=2)[CH:6]([CH2:5][C:4]([OH:32])=[O:3])[CH2:7][CH2:8][CH2:9]3)[CH:19]=1, predict the reactants needed to synthesize it. The reactants are: C([O:3][C:4](=[O:32])[CH2:5][CH:6]1[C:15]2[C:10](=[CH:11][C:12]([O:16][CH2:17][C:18]3[CH:19]=[C:20]([C:24]4[C:29]([CH3:30])=[CH:28][CH:27]=[CH:26][C:25]=4[CH3:31])[CH:21]=[CH:22][CH:23]=3)=[CH:13][CH:14]=2)[CH2:9][CH2:8][CH2:7]1)C.C(O)C.[OH-].[Na+].Cl. (5) Given the product [F:61][C:62]1[CH:70]=[CH:69][C:65]([C:66]([NH:17][CH2:18][C:19](=[O:20])[N:21]2[CH2:22][CH2:23][N:24]([C:27](=[O:38])[C:28]3[CH:33]=[CH:32][CH:31]=[CH:30][C:29]=3[C:34]([F:37])([F:35])[F:36])[CH2:25][CH2:26]2)=[O:67])=[CH:64][CH:63]=1, predict the reactants needed to synthesize it. The reactants are: CCN(C(C)C)C(C)C.OC(C(F)(F)F)=O.[NH2:17][CH2:18][C:19]([N:21]1[CH2:26][CH2:25][N:24]([C:27](=[O:38])[C:28]2[CH:33]=[CH:32][CH:31]=[CH:30][C:29]=2[C:34]([F:37])([F:36])[F:35])[CH2:23][CH2:22]1)=[O:20].C1C=CC2N(O)N=NC=2C=1.CCN=C=NCCCN(C)C.Cl.[F:61][C:62]1[CH:70]=[CH:69][C:65]([C:66](O)=[O:67])=[CH:64][CH:63]=1. (6) The reactants are: [NH2:1][C:2]1[CH:3]=[C:4]([NH:9][C:10](=[O:21])[C:11]2[CH:16]=[CH:15][CH:14]=[C:13]([C:17]([F:20])([F:19])[F:18])[CH:12]=2)[CH:5]=[CH:6][C:7]=1[CH3:8].[C:22](Cl)(Cl)=[O:23].C1(C)C=CC=CC=1.[CH3:33][NH:34][C:35]1[CH:40]=[C:39]([NH:41][C:42]2[CH:47]=[CH:46][C:45]([N:48]3[CH2:53][CH2:52][N:51]([CH3:54])[CH2:50][CH2:49]3)=[CH:44][CH:43]=2)[N:38]=[CH:37][N:36]=1. Given the product [CH3:8][C:7]1[CH:6]=[CH:5][C:4]([NH:9][C:10](=[O:21])[C:11]2[CH:16]=[CH:15][CH:14]=[C:13]([C:17]([F:18])([F:19])[F:20])[CH:12]=2)=[CH:3][C:2]=1[NH:1][C:22]([N:34]([CH3:33])[C:35]1[CH:40]=[C:39]([NH:41][C:42]2[CH:47]=[CH:46][C:45]([N:48]3[CH2:53][CH2:52][N:51]([CH3:54])[CH2:50][CH2:49]3)=[CH:44][CH:43]=2)[N:38]=[CH:37][N:36]=1)=[O:23], predict the reactants needed to synthesize it. (7) Given the product [Cl:11][C:4]1[CH:3]=[C:2]([F:1])[CH:10]=[CH:9][C:5]=1[C:6]1[C:25]([C:26]2[NH:27][CH:28]=[C:29]([CH3:31])[N:30]=2)=[CH:24][N:23]=[C:22]([NH:32][CH2:33][CH2:34][NH:35][C:36]2[N:41]=[CH:40][C:39]([C:42]#[N:43])=[CH:38][CH:37]=2)[N:21]=1, predict the reactants needed to synthesize it. The reactants are: [F:1][C:2]1[CH:10]=[CH:9][C:5]([C:6](Cl)=O)=[C:4]([Cl:11])[CH:3]=1.ClC1C=C(Cl)C=CC=1C1[C:25]([C:26]2[NH:27][CH:28]=[C:29]([CH3:31])[N:30]=2)=[CH:24][N:23]=[C:22]([NH:32][CH2:33][CH2:34][NH:35][C:36]2[N:41]=[CH:40][C:39]([C:42]#[N:43])=[CH:38][CH:37]=2)[N:21]=1.